Task: Predict the reactants needed to synthesize the given product.. Dataset: Full USPTO retrosynthesis dataset with 1.9M reactions from patents (1976-2016) (1) The reactants are: [N+:1]([C:4]1[CH:9]=[CH:8][C:7]([N:10]2[C:14]([CH2:15][CH2:16][CH:17]=O)=[CH:13][C:12]([CH2:19][CH2:20][CH3:21])=[N:11]2)=[CH:6][CH:5]=1)([O-:3])=[O:2].[F:22][C:23]1[CH:28]=[CH:27][CH:26]=[CH:25][C:24]=1[N:29]1[CH2:34][CH2:33][NH:32][CH2:31][CH2:30]1.[BH-](OC(C)=O)(OC(C)=O)OC(C)=O.[Na+]. Given the product [F:22][C:23]1[CH:28]=[CH:27][CH:26]=[CH:25][C:24]=1[N:29]1[CH2:34][CH2:33][N:32]([CH2:17][CH2:16][CH2:15][C:14]2[N:10]([C:7]3[CH:8]=[CH:9][C:4]([N+:1]([O-:3])=[O:2])=[CH:5][CH:6]=3)[N:11]=[C:12]([CH2:19][CH2:20][CH3:21])[CH:13]=2)[CH2:31][CH2:30]1, predict the reactants needed to synthesize it. (2) Given the product [CH2:1]([O:8][C:9]1[C:14]([CH2:15][CH2:16][CH3:17])=[N:13][C:12]([C:18]([O:27][CH2:31][O:32][CH3:33])([C:23]([F:26])([F:25])[F:24])[C:19]([F:22])([F:20])[F:21])=[CH:11][CH:10]=1)[C:2]1[CH:3]=[CH:4][CH:5]=[CH:6][CH:7]=1, predict the reactants needed to synthesize it. The reactants are: [CH2:1]([O:8][C:9]1[CH:10]=[CH:11][C:12]([C:18]([OH:27])([C:23]([F:26])([F:25])[F:24])[C:19]([F:22])([F:21])[F:20])=[N:13][C:14]=1[CH2:15][CH2:16][CH3:17])[C:2]1[CH:7]=[CH:6][CH:5]=[CH:4][CH:3]=1.[H-].[Na+].[Cl-].[CH3:31][O:32][CH2:33]OCOC.O. (3) Given the product [Cl:36][CH2:11][C:10]1[O:9][C:8]([C:13]2[CH:18]=[CH:17][C:16]([C:19]([F:22])([F:21])[F:20])=[CH:15][CH:14]=2)=[N:7][C:6]=1[CH2:5][O:4][CH2:3][C:2]([F:24])([F:23])[F:1], predict the reactants needed to synthesize it. The reactants are: [F:1][C:2]([F:24])([F:23])[CH2:3][O:4][CH2:5][C:6]1[N:7]=[C:8]([C:13]2[CH:18]=[CH:17][C:16]([C:19]([F:22])([F:21])[F:20])=[CH:15][CH:14]=2)[O:9][C:10]=1[CH2:11]O.C(N(CC)CC)C.CS([Cl:36])(=O)=O. (4) Given the product [Cl:1][C:2]1[CH:15]=[CH:14][C:5]([C:6]([P:8](=[O:9])([OH:13])[OH:11])=[O:7])=[CH:4][CH:3]=1, predict the reactants needed to synthesize it. The reactants are: [Cl:1][C:2]1[CH:15]=[CH:14][C:5]([C:6]([P:8](=[O:13])([O:11]C)[O:9]C)=[O:7])=[CH:4][CH:3]=1.[OH-].[Na+]. (5) Given the product [O:20]1[CH2:21][CH2:22][N:17]([C:13]2[CH:12]=[C:11]([C:5]3[NH:6][C:7]4[C:3]([N:4]=3)=[C:2]([C:41]3[CH:42]=[CH:43][C:36]([O:35][CH:32]5[CH2:33][CH2:34][O:29][CH2:30][CH2:31]5)=[C:37]([CH:40]=3)[C:38]#[N:39])[N:10]=[CH:9][N:8]=4)[CH:16]=[CH:15][CH:14]=2)[CH2:18][CH2:19]1, predict the reactants needed to synthesize it. The reactants are: Cl[C:2]1[N:10]=[CH:9][N:8]=[C:7]2[C:3]=1[N:4]=[C:5]([C:11]1[CH:12]=[C:13]([N:17]3[CH2:22][CH2:21][O:20][CH2:19][CH2:18]3)[CH:14]=[CH:15][CH:16]=1)[NH:6]2.C([O-])([O-])=O.[K+].[K+].[O:29]1[CH2:34][CH2:33][CH:32]([O:35][C:36]2[CH:43]=[CH:42][C:41](B3OC(C)(C)C(C)(C)O3)=[CH:40][C:37]=2[C:38]#[N:39])[CH2:31][CH2:30]1. (6) Given the product [ClH:15].[CH:1]1([N:4]=[C:5]([Cl:15])[C:6]2[CH:11]=[CH:10][N:9]=[CH:8][CH:7]=2)[CH2:3][CH2:2]1, predict the reactants needed to synthesize it. The reactants are: [CH:1]1([NH:4][C:5](=O)[C:6]2[CH:11]=[CH:10][N:9]=[CH:8][CH:7]=2)[CH2:3][CH2:2]1.O=S(Cl)[Cl:15]. (7) Given the product [C:29]([O:28][C:24]([NH:25][NH:26][CH2:2][C:3]1[CH:8]=[CH:7][C:6]([C:9]2[CH:14]=[CH:13][CH:12]=[CH:11][CH:10]=2)=[CH:5][CH:4]=1)=[O:27])([CH3:32])([CH3:31])[CH3:30], predict the reactants needed to synthesize it. The reactants are: Br[CH2:2][C:3]1[CH:8]=[CH:7][C:6]([C:9]2[CH:14]=[CH:13][CH:12]=[CH:11][CH:10]=2)=[CH:5][CH:4]=1.CCN(C(C)C)C(C)C.[C:24]([O:28][C:29]([CH3:32])([CH3:31])[CH3:30])(=[O:27])[NH:25][NH2:26]. (8) The reactants are: [N:1]1([C:7]2[N:8]=[C:9]([CH2:14][C:15]([O-:17])=O)[NH:10][C:11](=[O:13])[CH:12]=2)[CH2:6][CH2:5][O:4][CH2:3][CH2:2]1.[Na+].[CH:19]1([O:24][C:25]2[CH:26]=[C:27]([CH:29]=[CH:30][CH:31]=2)[NH2:28])[CH2:23][CH2:22][CH2:21][CH2:20]1. Given the product [CH:19]1([O:24][C:25]2[CH:26]=[C:27]([NH:28][C:15](=[O:17])[CH2:14][C:9]3[NH:10][C:11](=[O:13])[CH:12]=[C:7]([N:1]4[CH2:2][CH2:3][O:4][CH2:5][CH2:6]4)[N:8]=3)[CH:29]=[CH:30][CH:31]=2)[CH2:23][CH2:22][CH2:21][CH2:20]1, predict the reactants needed to synthesize it. (9) Given the product [CH3:36][C:37]1[N:38]([CH2:42][CH:43]([NH:44][C:11]([NH:10][CH:14]2[CH2:19][CH2:18][N:17]([CH2:20][C:21]3[CH:25]=[CH:24][N:23]([C:26]4[CH:31]=[CH:30][C:29]([C:32]([F:34])([F:35])[F:33])=[CH:28][CH:27]=4)[CH:22]=3)[CH2:16][CH2:15]2)=[O:12])[C:45]2[CH:50]=[CH:49][CH:48]=[CH:47][CH:46]=2)[CH:39]=[CH:40][N:41]=1, predict the reactants needed to synthesize it. The reactants are: [N+](C1C=CC([N:10]([CH:14]2[CH2:19][CH2:18][N:17]([CH2:20][C:21]3[CH:25]=[CH:24][N:23]([C:26]4[CH:31]=[CH:30][C:29]([C:32]([F:35])([F:34])[F:33])=[CH:28][CH:27]=4)[CH:22]=3)[CH2:16][CH2:15]2)[C:11](=O)[O-:12])=CC=1)([O-])=O.[CH3:36][C:37]1[N:38]([CH2:42][CH:43]([C:45]2[CH:50]=[CH:49][CH:48]=[CH:47][CH:46]=2)[NH2:44])[CH:39]=[CH:40][N:41]=1.